From a dataset of Forward reaction prediction with 1.9M reactions from USPTO patents (1976-2016). Predict the product of the given reaction. The product is: [Cl:1][C:2]1[CH:7]=[CH:6][C:5]([CH:8]2[C:13]3[CH:14]=[C:15]([C:17]4[CH:18]=[CH:19][N:20]=[CH:21][CH:22]=4)[S:16][C:12]=3[CH2:11][CH2:10][C:9]2([CH3:24])[CH3:23])=[CH:4][CH:3]=1. Given the reactants [Cl:1][C:2]1[CH:7]=[CH:6][C:5]([C:8]2(O)[C:13]3[CH:14]=[C:15]([C:17]4[CH:22]=[CH:21][N:20]=[CH:19][CH:18]=4)[S:16][C:12]=3[CH2:11][CH2:10][C:9]2([CH3:24])[CH3:23])=[CH:4][CH:3]=1.FC(F)(F)C(O)=O.C([SiH](CC)CC)C, predict the reaction product.